This data is from Forward reaction prediction with 1.9M reactions from USPTO patents (1976-2016). The task is: Predict the product of the given reaction. (1) Given the reactants [F:1][C:2]([F:13])([F:12])[CH:3]([C:8]([F:11])([F:10])[F:9])[C@H:4]([NH2:7])[CH2:5][OH:6].N1C=CC=CC=1.[S:20]1[CH:24]=[CH:23][C:22]([S:25](Cl)(=[O:27])=[O:26])=[CH:21]1.CC1C=CC(S(O)(=O)=O)=CC=1, predict the reaction product. The product is: [F:1][C:2]([F:12])([F:13])[CH:3]([C:8]([F:9])([F:10])[F:11])[C@H:4]([NH:7][S:25]([C:22]1[CH:23]=[CH:24][S:20][CH:21]=1)(=[O:27])=[O:26])[CH2:5][OH:6]. (2) Given the reactants [Cl:1][C:2]1[CH:11]=[C:10]2[C:5]([C:6]([O:42][CH3:43])=[CH:7][N:8]=[C:9]2[O:12][C@H:13]2[CH2:17][N:16](C(OC(C)(C)C)=O)[C@H:15]([C:25](=[O:41])[NH:26][C@:27]3([C:32](=[O:40])[NH:33][S:34]([CH:37]4[CH2:39][CH2:38]4)(=[O:36])=[O:35])[CH2:29][C@H:28]3[CH:30]=[CH2:31])[CH2:14]2)=[CH:4][CH:3]=1.Cl, predict the reaction product. The product is: [Cl:1][C:2]1[CH:11]=[C:10]2[C:5]([C:6]([O:42][CH3:43])=[CH:7][N:8]=[C:9]2[O:12][C@H:13]2[CH2:17][NH:16][C@H:15]([C:25]([NH:26][C@:27]3([C:32](=[O:40])[NH:33][S:34]([CH:37]4[CH2:39][CH2:38]4)(=[O:36])=[O:35])[CH2:29][C@H:28]3[CH:30]=[CH2:31])=[O:41])[CH2:14]2)=[CH:4][CH:3]=1.